This data is from Peptide-MHC class I binding affinity with 185,985 pairs from IEDB/IMGT. The task is: Regression. Given a peptide amino acid sequence and an MHC pseudo amino acid sequence, predict their binding affinity value. This is MHC class I binding data. (1) The peptide sequence is IEGEETYY. The MHC is Mamu-A11 with pseudo-sequence Mamu-A11. The binding affinity (normalized) is 0. (2) The peptide sequence is RIGTAATKRY. The MHC is HLA-A11:01 with pseudo-sequence HLA-A11:01. The binding affinity (normalized) is 0. (3) The peptide sequence is VPKIFIDNIY. The MHC is HLA-B54:01 with pseudo-sequence HLA-B54:01. The binding affinity (normalized) is 0.382. (4) The peptide sequence is DLNQAVNNL. The MHC is HLA-A02:06 with pseudo-sequence HLA-A02:06. The binding affinity (normalized) is 0.